Dataset: Reaction yield outcomes from USPTO patents with 853,638 reactions. Task: Predict the reaction yield, written as a fraction of the theoretical maximum amount of product (1.0 means a 100% yield; for example, 0.34 means a 34% yield). (1) The reactants are [CH2:1]([C:4]1([S:7]([N:10]2[C:21]3[C:13](=[C:14]([CH3:23])[C:15](=[O:22])[N:16]4[C:20]=3[CH2:19][CH2:18][CH2:17]4)[N:12]([C:24]3[CH:29]=[CH:28][C:27]([Br:30])=[CH:26][C:25]=3[F:31])C2=O)(=[O:9])=[O:8])[CH2:6][CH2:5]1)[CH:2]=[CH2:3]. The catalyst is C1COCC1. The product is [Br:30][C:27]1[CH:28]=[CH:29][C:24]([NH:12][C:13]2[C:21]([NH:10][S:7]([C:4]3([CH2:1][CH:2]=[CH2:3])[CH2:6][CH2:5]3)(=[O:8])=[O:9])=[C:20]3[N:16]([CH2:17][CH2:18][CH2:19]3)[C:15](=[O:22])[C:14]=2[CH3:23])=[C:25]([F:31])[CH:26]=1. The yield is 0.590. (2) The reactants are [N:1]1([C:7]2[C:8]3[N:16]=[CH:15][C:14]([Cl:17])=[CH:13][C:9]=3[N:10]=[CH:11][N:12]=2)[CH2:6][CH2:5][NH:4][CH2:3][CH2:2]1.[Cl:18][C:19]1[CH:20]=[C:21]([N:25]=[C:26]=[O:27])[CH:22]=[CH:23][CH:24]=1. The catalyst is ClCCl. The product is [Cl:18][C:19]1[CH:20]=[C:21]([NH:25][C:26]([CH:2]2[CH2:3][NH:4][CH2:5][CH2:6][N:1]2[C:7]2[C:8]3[N:16]=[CH:15][C:14]([Cl:17])=[CH:13][C:9]=3[N:10]=[CH:11][N:12]=2)=[O:27])[CH:22]=[CH:23][CH:24]=1. The yield is 0.990. (3) The reactants are [CH3:1][S:2]([C:5]1[CH:36]=[CH:35][C:8]([CH2:9][NH:10][C:11]([C:13]2[C:14](=[O:34])[N:15]([C:24]3[CH:29]=[CH:28][CH:27]=[C:26]([C:30]([F:33])([F:32])[F:31])[CH:25]=3)[C:16]([CH3:23])=[C:17]([C:19]([NH:21][NH2:22])=[O:20])[CH:18]=2)=[O:12])=[CH:7][CH:6]=1)(=[O:4])=[O:3].[C:37](O[C:37](=[O:41])[CH:38]([CH3:40])[CH3:39])(=[O:41])[CH:38]([CH3:40])[CH3:39]. The catalyst is C1COCC1. The product is [CH3:1][S:2]([C:5]1[CH:36]=[CH:35][C:8]([CH2:9][NH:10][C:11]([C:13]2[C:14](=[O:34])[N:15]([C:24]3[CH:29]=[CH:28][CH:27]=[C:26]([C:30]([F:31])([F:33])[F:32])[CH:25]=3)[C:16]([CH3:23])=[C:17]([C:19]([N:21]([C:37](=[O:41])[CH:38]([CH3:40])[CH3:39])[NH2:22])=[O:20])[CH:18]=2)=[O:12])=[CH:7][CH:6]=1)(=[O:3])=[O:4]. The yield is 0.850. (4) The reactants are [NH2:1][C:2]1[C:7]([Cl:8])=[C:6]([N:9]2[CH2:14][CH2:13][CH:12]([C:15]#[N:16])[CH2:11][CH2:10]2)[C:5](Br)=[CH:4][N:3]=1.[CH3:18][N:19]1[CH2:24][CH2:23][N:22]([C:25]2[CH:30]=[CH:29][C:28](B(O)O)=[CH:27][CH:26]=2)[CH2:21][CH2:20]1.C(Cl)Cl.C(=O)([O-])[O-].[Na+].[Na+]. The catalyst is C1C=CC(P(C2C=CC=CC=2)[C-]2C=CC=C2)=CC=1.C1C=CC(P(C2C=CC=CC=2)[C-]2C=CC=C2)=CC=1.Cl[Pd]Cl.[Fe+2].C(#N)C. The product is [NH2:1][C:2]1[C:7]([Cl:8])=[C:6]([N:9]2[CH2:14][CH2:13][CH:12]([C:15]#[N:16])[CH2:11][CH2:10]2)[C:5]([C:28]2[CH:27]=[CH:26][C:25]([N:22]3[CH2:23][CH2:24][N:19]([CH3:18])[CH2:20][CH2:21]3)=[CH:30][CH:29]=2)=[CH:4][N:3]=1. The yield is 0.310. (5) The reactants are C(OC([N:11]([CH2:13][C:14]1[CH:15]=[C:16]([NH:27][C:28]([O:30][CH2:31][C@@H:32]([C:34]2[CH:39]=[CH:38][C:37](B(O)O)=[CH:36][C:35]=2[CH3:43])[CH3:33])=[O:29])[CH:17]=[C:18]([F:26])[C:19]=1[O:20][C@@H:21]([CH3:25])[CH2:22][O:23][CH3:24])[CH3:12])=O)C1C=CC=CC=1.[NH2:44][C:45]1[CH:46]=[C:47]2[C:52](=[CH:53][CH:54]=1)[C:51]([N:55]([C:63]([O:65][C:66]([CH3:69])([CH3:68])[CH3:67])=[O:64])[C:56]([O:58][C:59]([CH3:62])([CH3:61])[CH3:60])=[O:57])=[N:50][CH:49]=[CH:48]2.O.[C:71]([OH:75])(=[O:74])[CH:72]=O. The catalyst is CC#N.CN(C=O)C. The product is [C:66]([O:65][C:63]([N:55]([C:56]([O:58][C:59]([CH3:60])([CH3:61])[CH3:62])=[O:57])[C:51]1[C:52]2[C:47](=[CH:46][C:45]([NH:44][CH:72]([C:37]3[CH:38]=[CH:39][C:34]([C@@H:32]([CH3:33])[CH2:31][O:30][C:28](=[O:29])[NH:27][C:16]4[CH:15]=[C:14]([CH2:13][NH:11][CH3:12])[C:19]([O:20][C@@H:21]([CH3:25])[CH2:22][O:23][CH3:24])=[C:18]([F:26])[CH:17]=4)=[C:35]([CH3:43])[CH:36]=3)[C:71]([OH:75])=[O:74])=[CH:54][CH:53]=2)[CH:48]=[CH:49][N:50]=1)=[O:64])([CH3:69])([CH3:68])[CH3:67]. The yield is 0.428. (6) The reactants are [CH3:1][N:2]([C:4]([NH:6][C:7]([NH2:9])=[NH:8])=[NH:5])[CH3:3].[OH-].[Na+].[C:12]([OH:20])(=[O:19])[CH2:13][CH2:14][CH2:15][C:16]([OH:18])=[O:17].C(Cl)Cl. The catalyst is C(O)C. The product is [CH3:1][N:2]([C:4]([NH:6][C:7]([NH2:9])=[NH:8])=[NH:5])[CH3:3].[C:12]([O-:20])(=[O:19])[CH2:13][CH2:14][CH2:15][C:16]([O-:18])=[O:17]. The yield is 0.577. (7) The reactants are C([O:8][C:9]([C@:11]12[CH2:40][CH2:39][C@@H:38]([C:41]3([CH3:44])[CH2:43][CH2:42]3)[C@@H:12]1[C@@H:13]1[C@@:26]([CH3:29])([CH2:27][CH2:28]2)[C@@:25]2([CH3:30])[C@@H:16]([C@:17]3([CH3:37])[C@@H:22]([CH2:23][CH2:24]2)[C:21]([CH3:32])([CH3:31])[C@@H:20]([O:33][C:34](=[O:36])[CH3:35])[CH2:19][CH2:18]3)[CH2:15][CH2:14]1)=[O:10])C1C=CC=CC=1. The catalyst is C(OCC)(=O)C.C(O)C.CCCCCC.[Pd]. The product is [C:34]([O:33][C@H:20]1[CH2:19][CH2:18][C@@:17]2([CH3:37])[C@@H:22]([CH2:23][CH2:24][C@:25]3([CH3:30])[C@@H:16]2[CH2:15][CH2:14][C@H:13]2[C@@:26]3([CH3:29])[CH2:27][CH2:28][C@@:11]3([C:9]([OH:10])=[O:8])[CH2:40][CH2:39][C@@H:38]([C:41]4([CH3:44])[CH2:42][CH2:43]4)[C@@H:12]32)[C:21]1([CH3:32])[CH3:31])(=[O:36])[CH3:35]. The yield is 0.930. (8) The reactants are [C:1]([C:5]1[CH:37]=[CH:36][C:8]([C:9]([NH:11][C@@H:12]([CH2:20][C:21]2[CH:26]=[CH:25][C:24](B3OC(C)(C)C(C)(C)O3)=[CH:23][CH:22]=2)[C:13]([O:15][C:16]([CH3:19])([CH3:18])[CH3:17])=[O:14])=[O:10])=[CH:7][CH:6]=1)([CH3:4])([CH3:3])[CH3:2].[Br:38][C:39]1[C:40]([O:46][CH3:47])=[N:41][C:42](I)=[N:43][CH:44]=1.C(=O)([O-])[O-].[Na+].[Na+].C(Cl)Cl. The catalyst is C(#N)C.C1COCC1.O.C([O-])(O)=O.[Na+].C1C=CC(P(C2C=CC=CC=2)[C-]2C=CC=C2)=CC=1.C1C=CC(P(C2C=CC=CC=2)[C-]2C=CC=C2)=CC=1.Cl[Pd]Cl.[Fe+2]. The product is [Br:38][C:39]1[C:40]([O:46][CH3:47])=[N:41][C:42]([C:24]2[CH:23]=[CH:22][C:21]([CH2:20][C@H:12]([NH:11][C:9](=[O:10])[C:8]3[CH:36]=[CH:37][C:5]([C:1]([CH3:2])([CH3:3])[CH3:4])=[CH:6][CH:7]=3)[C:13]([O:15][C:16]([CH3:17])([CH3:19])[CH3:18])=[O:14])=[CH:26][CH:25]=2)=[N:43][CH:44]=1. The yield is 0.600.